From a dataset of Full USPTO retrosynthesis dataset with 1.9M reactions from patents (1976-2016). Predict the reactants needed to synthesize the given product. Given the product [CH3:11][CH2:12][CH2:13][CH2:14][CH2:15][C:16]([O:18][CH2:19][C@@H:20]([O:33][C:34]([CH2:36][CH2:37][CH2:38][CH2:39][CH3:40])=[O:35])[CH2:21][O:22][P:23]([O:26][CH2:27][CH2:28][N+:29]([CH3:31])([CH3:30])[CH3:32])([OH:25])=[O:24])=[O:17].[CH3:1][CH2:2][CH2:3][CH2:4][CH2:5][CH2:6][CH2:7][CH2:8][CH2:9][CH2:10][CH2:11][CH2:12][CH2:13][CH2:14][CH2:15][C:16]([O:18][CH2:19][C@@H:20]([O:33][C:34]([CH2:36][CH2:37][CH2:38][CH2:39][CH2:40][CH2:41][CH2:42][CH2:43][CH2:44][CH2:45][CH2:46][CH2:47][CH2:48][CH2:49][CH3:50])=[O:35])[CH2:21][O:22][P:23]([O:26][CH2:27][CH2:28][N+:29]([CH3:32])([CH3:31])[CH3:30])([O-:25])=[O:24])=[O:17].[CH3:11][CH2:12][CH2:13][CH2:14][CH2:15][C:16]([O:18][CH2:19][C@@H:20]([O:33][C:34]([CH2:36][CH2:37][CH2:38][CH2:39][CH3:40])=[O:35])[CH2:21][O:22][P:23]([O:26][CH2:27][CH2:28][N+:29]([CH3:31])([CH3:30])[CH3:32])([OH:25])=[O:24])=[O:17], predict the reactants needed to synthesize it. The reactants are: [CH3:1][CH2:2][CH2:3][CH2:4][CH2:5][CH2:6][CH2:7][CH2:8][CH2:9][CH2:10][CH2:11][CH2:12][CH2:13][CH2:14][CH2:15][C:16]([O:18][CH2:19][C@@H:20]([O:33][C:34]([CH2:36][CH2:37][CH2:38][CH2:39][CH2:40][CH2:41][CH2:42][CH2:43][CH2:44][CH2:45][CH2:46][CH2:47][CH2:48][CH2:49][CH3:50])=[O:35])[CH2:21][O:22][P:23]([O:26][CH2:27][CH2:28][N+:29]([CH3:32])([CH3:31])[CH3:30])([O-:25])=[O:24])=[O:17].